From a dataset of Catalyst prediction with 721,799 reactions and 888 catalyst types from USPTO. Predict which catalyst facilitates the given reaction. (1) Reactant: [C:1]([Si:5]([CH3:8])([CH3:7])Cl)([CH3:4])([CH3:3])[CH3:2].[C:9]1([CH2:18][CH2:19][OH:20])[CH:14]=[CH:13][C:12]([CH2:15][CH2:16][OH:17])=[CH:11][CH:10]=1.N1C=CN=C1. Product: [C:1]([Si:5]([CH3:8])([CH3:7])[O:17][CH2:16][CH2:15][C:12]1[CH:13]=[CH:14][C:9]([CH2:18][CH2:19][OH:20])=[CH:10][CH:11]=1)([CH3:4])([CH3:3])[CH3:2]. The catalyst class is: 39. (2) Reactant: [Cl:1][C:2]1[CH:7]=[CH:6][C:5]([C:8]2[C:13]([NH:14][NH2:15])=[N:12][N:11]([CH2:16][C:17]3[C:18]([CH3:27])=[N:19][C:20]([C:23]([F:26])([F:25])[F:24])=[CH:21][CH:22]=3)[C:10](=[O:28])[C:9]=2[C:29]2[CH:36]=[CH:35][C:32]([C:33]#[N:34])=[CH:31][CH:30]=2)=[CH:4][CH:3]=1.CCN(CC)CC.[Cl:44][CH2:45][C:46](Cl)=[O:47]. Product: [Cl:44][CH2:45][C:46]([NH:15][NH:14][C:13]1[C:8]([C:5]2[CH:6]=[CH:7][C:2]([Cl:1])=[CH:3][CH:4]=2)=[C:9]([C:29]2[CH:30]=[CH:31][C:32]([C:33]#[N:34])=[CH:35][CH:36]=2)[C:10](=[O:28])[N:11]([CH2:16][C:17]2[C:18]([CH3:27])=[N:19][C:20]([C:23]([F:25])([F:26])[F:24])=[CH:21][CH:22]=2)[N:12]=1)=[O:47]. The catalyst class is: 49. (3) Reactant: [OH-].[Li+].[C:3]1([C:29]2[CH:34]=[CH:33][CH:32]=[CH:31][CH:30]=2)[CH:8]=[CH:7][C:6]([NH:9][C:10](=[O:28])[C:11](=[C:17]2[NH:21][C:20]([CH3:22])=[C:19]([S:23]([NH:26][CH3:27])(=[O:25])=[O:24])[S:18]2)C(OCC)=O)=[CH:5][CH:4]=1. Product: [C:3]1([C:29]2[CH:34]=[CH:33][CH:32]=[CH:31][CH:30]=2)[CH:4]=[CH:5][C:6]([NH:9][C:10](=[O:28])[CH2:11][C:17]2[S:18][C:19]([S:23]([NH:26][CH3:27])(=[O:25])=[O:24])=[C:20]([CH3:22])[N:21]=2)=[CH:7][CH:8]=1. The catalyst class is: 216. (4) Reactant: C(N=C([N:12]1[CH2:17][CH2:16][C:15]([CH2:24][CH2:25][N:26]2[CH:31]3[CH2:32][CH2:33][CH:27]2[CH2:28][CH:29]([N:34]2[C:38]4[CH:39]=[CH:40][CH:41]=[CH:42][C:37]=4[N:36]=[C:35]2[CH3:43])[CH2:30]3)([C:18]2[CH:23]=[CH:22][CH:21]=[CH:20][CH:19]=2)[CH2:14][CH2:13]1)OC1C=CC=CC=1)#N.[NH3:44]. Product: [C:29]([N:34]=[C:35]([N:12]1[CH2:13][CH2:14][C:15]([CH2:24][CH2:25][N:26]2[CH:31]3[CH2:32][CH2:33][CH:27]2[CH2:28][CH:29]([N:34]2[C:38]4[CH:39]=[CH:40][CH:41]=[CH:42][C:37]=4[N:36]=[C:35]2[CH3:43])[CH2:30]3)([C:18]2[CH:23]=[CH:22][CH:21]=[CH:20][CH:19]=2)[CH2:16][CH2:17]1)[NH2:36])#[N:44]. The catalyst class is: 5. (5) Reactant: [F:1][C:2]1[CH:10]=[C:9]2[C:5]([C:6]([C:18]3[CH:19]=[CH:20][C:21]4[S:25](=[O:27])(=[O:26])[N:24]([CH2:28][CH2:29][OH:30])[CH:23]([CH3:31])[C:22]=4[CH:32]=3)=[CH:7][N:8]2[C:11]([O:13][C:14]([CH3:17])([CH3:16])[CH3:15])=[O:12])=[CH:4][CH:3]=1.CCN(C(C)C)C(C)C.[CH3:42][S:43](Cl)(=[O:45])=[O:44]. Product: [F:1][C:2]1[CH:10]=[C:9]2[C:5]([C:6]([C:18]3[CH:19]=[CH:20][C:21]4[S:25](=[O:26])(=[O:27])[N:24]([CH2:28][CH2:29][O:30][S:43]([CH3:42])(=[O:45])=[O:44])[CH:23]([CH3:31])[C:22]=4[CH:32]=3)=[CH:7][N:8]2[C:11]([O:13][C:14]([CH3:17])([CH3:16])[CH3:15])=[O:12])=[CH:4][CH:3]=1. The catalyst class is: 4. (6) Reactant: I[C:2]1[CH:3]=[CH:4][C:5]2[N:6]([CH:8]=[C:9]([NH:11][C:12]([CH:14]3[CH2:16][CH2:15]3)=[O:13])[N:10]=2)[N:7]=1.[Br:17][C:18]1[CH:19]=[C:20]([OH:24])[CH:21]=[N:22][CH:23]=1.C(=O)([O-])[O-].[K+].[K+]. Product: [Br:17][C:18]1[CH:19]=[C:20]([O:24][C:2]2[CH:3]=[CH:4][C:5]3[N:6]([CH:8]=[C:9]([NH:11][C:12]([CH:14]4[CH2:16][CH2:15]4)=[O:13])[N:10]=3)[N:7]=2)[CH:21]=[N:22][CH:23]=1. The catalyst class is: 35.